Dataset: Reaction yield outcomes from USPTO patents with 853,638 reactions. Task: Predict the reaction yield, written as a fraction of the theoretical maximum amount of product (1.0 means a 100% yield; for example, 0.34 means a 34% yield). (1) The reactants are Br[C:2]1[CH:7]=[CH:6][C:5]([C@@H:8]([NH:10][C:11](=[O:17])[O:12][C:13]([CH3:16])([CH3:15])[CH3:14])[CH3:9])=[CH:4][CH:3]=1.[B:18]1([B:18]2[O:22][C:21]([CH3:24])([CH3:23])[C:20]([CH3:26])([CH3:25])[O:19]2)[O:22][C:21]([CH3:24])([CH3:23])[C:20]([CH3:26])([CH3:25])[O:19]1. No catalyst specified. The product is [CH3:25][C:20]1([CH3:26])[C:21]([CH3:24])([CH3:23])[O:22][B:18]([C:2]2[CH:7]=[CH:6][C:5]([C@@H:8]([NH:10][C:11](=[O:17])[O:12][C:13]([CH3:16])([CH3:15])[CH3:14])[CH3:9])=[CH:4][CH:3]=2)[O:19]1. The yield is 0.960. (2) The reactants are [H-].[Na+].[I-].[CH3:4][S+](C)C.[S:8]1[CH:12]=[CH:11][N:10]=[C:9]1[C:13]1[CH:20]=[CH:19][C:16]([CH:17]=[O:18])=[CH:15][CH:14]=1.O. The catalyst is CS(C)=O. The product is [O:18]1[CH2:4][CH:17]1[C:16]1[CH:15]=[CH:14][C:13]([C:9]2[S:8][CH:12]=[CH:11][N:10]=2)=[CH:20][CH:19]=1. The yield is 0.923. (3) The reactants are [C:1]([O:5][C:6]([N:8]1[CH:13]2[CH2:14][CH2:15][CH:9]1[CH2:10][C:11](=[O:16])[CH2:12]2)=[O:7])([CH3:4])([CH3:3])[CH3:2].[C:17](=O)([O:20]C)[O:18][CH3:19].[H-].[Na+].CO. The catalyst is C1CCCCC1.O. The product is [CH3:19][O:18][C:17]([C:12]1[CH:13]2[N:8]([C:6]([O:5][C:1]([CH3:4])([CH3:2])[CH3:3])=[O:7])[CH:9]([CH2:10][C:11]=1[OH:16])[CH2:15][CH2:14]2)=[O:20]. The yield is 0.870. (4) The reactants are [CH3:1][O:2][CH3:3].[CH2:4]([Li])CCC.[B:9]([O:14]C)([O:12]C)OC.[CH3:16][C:17]([OH:19])=O.[CH2:20]1[CH2:24][O:23][CH2:22][CH2:21]1. No catalyst specified. The product is [CH3:1][O:2][C:3]1[CH:4]=[CH:16][C:17]2[O:19][CH2:20][CH2:24][O:23][C:22]=2[C:21]=1[B:9]([OH:12])[OH:14]. The yield is 0.980.